Dataset: Forward reaction prediction with 1.9M reactions from USPTO patents (1976-2016). Task: Predict the product of the given reaction. (1) The product is: [CH:1]([N:4]1[C@@H:9]([CH3:10])[CH2:8][N:7]([C:11]2[CH:18]=[CH:17][C:14]([C:15]3[NH:41][C:39](=[O:40])[C:38]4[C:37](=[CH:45][C:44]([O:46][CH3:47])=[CH:43][C:42]=4[O:48][CH3:49])[N:36]=3)=[CH:13][CH:12]=2)[CH2:6][C@H:5]1[CH3:19])([CH3:3])[CH3:2]. Given the reactants [CH:1]([N:4]1[CH:9]([CH3:10])[CH2:8][N:7]([C:11]2[CH:18]=[CH:17][C:14]([CH:15]=O)=[CH:13][CH:12]=2)[CH2:6][CH:5]1[CH3:19])([CH3:3])[CH3:2].OS([O-])=O.[Na+].CC1C=CC(S(O)(=O)=O)=CC=1.[NH2:36][C:37]1[CH:45]=[C:44]([O:46][CH3:47])[CH:43]=[C:42]([O:48][CH3:49])[C:38]=1[C:39]([NH2:41])=[O:40], predict the reaction product. (2) Given the reactants COC1C=CC(C[NH:8][C:9]2[S:10][CH:11]=[CH:12][N:13]=2)=CC=1.C[Si]([N-][Si](C)(C)C)(C)C.[Li+].[C:26]([C:28]1[CH:33]=[C:32]([C:34]([F:37])([F:36])[F:35])[CH:31]=[CH:30][C:29]=1[N:38]1[CH2:43][CH2:42][O:41][C:40]2[CH:44]=[C:45]([S:49](Cl)(=[O:51])=[O:50])[CH:46]=[C:47]([F:48])[C:39]1=2)#[N:27].CO, predict the reaction product. The product is: [C:26]([C:28]1[CH:33]=[C:32]([C:34]([F:37])([F:36])[F:35])[CH:31]=[CH:30][C:29]=1[N:38]1[CH2:43][CH2:42][O:41][C:40]2[CH:44]=[C:45]([S:49]([NH:8][C:9]3[S:10][CH:11]=[CH:12][N:13]=3)(=[O:51])=[O:50])[CH:46]=[C:47]([F:48])[C:39]1=2)#[N:27]. (3) Given the reactants N#N.[Br:3][CH2:4][CH2:5][CH2:6][CH2:7][C:8](=[O:10])[CH3:9].[CH2:11](O)[CH2:12][OH:13].CC1C=CC(S(O)(=O)=O)=CC=1.C([O-])(O)=O.[Na+], predict the reaction product. The product is: [Br:3][CH2:4][CH2:5][CH2:6][CH2:7][C:8]1([CH3:9])[O:13][CH2:12][CH2:11][O:10]1. (4) Given the reactants [O:1]1[CH:5]=[CH:4][CH:3]=[C:2]1[C:6]([N:8]=[C:9]=[S:10])=[O:7].[CH2:11]([O:13][CH2:14][C:15]1[N:16]([CH2:27][CH2:28][CH:29]2[CH2:34][CH2:33][NH:32][CH2:31][CH2:30]2)[C:17]2[C:22]([CH3:23])=[C:21]([CH3:24])[N:20]=[C:19]([NH2:25])[C:18]=2[N:26]=1)[CH3:12], predict the reaction product. The product is: [NH2:25][C:19]1[C:18]2[N:26]=[C:15]([CH2:14][O:13][CH2:11][CH3:12])[N:16]([CH2:27][CH2:28][CH:29]3[CH2:34][CH2:33][N:32]([C:9]([NH:8][C:6]([C:2]4[O:1][CH:5]=[CH:4][CH:3]=4)=[O:7])=[S:10])[CH2:31][CH2:30]3)[C:17]=2[C:22]([CH3:23])=[C:21]([CH3:24])[N:20]=1. (5) Given the reactants [CH:1]1([CH:7]([C:9]2[CH:10]=[N:11][C:12]([C:15]3[CH:20]=[CH:19][C:18]([C:21]([F:24])([F:23])[F:22])=[CH:17][CH:16]=3)=[N:13][CH:14]=2)[NH2:8])[CH2:6][CH2:5][CH2:4][CH2:3][CH2:2]1.F[C:26]1[CH:35]=[CH:34][C:29]([C:30]([O:32][CH3:33])=[O:31])=[CH:28][N:27]=1.C(=O)([O-])[O-].[K+].[K+], predict the reaction product. The product is: [CH:1]1([CH:7]([NH:8][C:26]2[CH:35]=[CH:34][C:29]([C:30]([O:32][CH3:33])=[O:31])=[CH:28][N:27]=2)[C:9]2[CH:14]=[N:13][C:12]([C:15]3[CH:16]=[CH:17][C:18]([C:21]([F:24])([F:23])[F:22])=[CH:19][CH:20]=3)=[N:11][CH:10]=2)[CH2:2][CH2:3][CH2:4][CH2:5][CH2:6]1. (6) Given the reactants [C:1]1([C:14]([OH:16])=O)[C:13]2[NH:12][C:11]3[C:6](=[CH:7][CH:8]=[CH:9][CH:10]=3)[C:5]=2[CH:4]=[CH:3][CH:2]=1.[N:17]1([C:22]2[CH:23]=[C:24]([CH:26]=[CH:27][CH:28]=2)[NH2:25])[CH:21]=[N:20][N:19]=[CH:18]1.Cl.C(N=C=NCCCN(C)C)C, predict the reaction product. The product is: [N:19]1[N:20]=[CH:21][N:17]([C:22]2[CH:23]=[C:24]([NH:25][C:14]([C:1]3[C:13]4[NH:12][C:11]5[C:6](=[CH:7][CH:8]=[CH:9][CH:10]=5)[C:5]=4[CH:4]=[CH:3][CH:2]=3)=[O:16])[CH:26]=[CH:27][CH:28]=2)[CH:18]=1. (7) The product is: [ClH:8].[ClH:8].[CH2:12]([C@H:16]1[CH2:17][NH:18][CH2:19][CH2:20][N:21]1[C:6]1[N:7]=[C:2]([NH2:1])[N:3]=[C:4]2[N:46]([CH3:45])[N:47]=[CH:9][C:5]=12)[CH:13]([CH3:14])[CH3:15]. Given the reactants [NH2:1][C:2]1[N:7]=[C:6]([Cl:8])[C:5]([CH:9]=O)=[C:4](Cl)[N:3]=1.[CH2:12]([C@@H:16]1[NH:21][CH2:20][CH2:19][N:18](C(OC(C)(C)C)=O)[CH2:17]1)[CH:13]([CH3:15])[CH3:14].CCN(C(C)C)C(C)C.C(N(CC)CC)C.[CH3:45][NH:46][NH2:47], predict the reaction product. (8) Given the reactants [CH3:1][O:2][C:3]1[CH:4]=[C:5]([CH2:11][CH2:12][NH:13][C:14](=[O:33])/[C:15](/[Sn](CCCC)(CCCC)CCCC)=[CH:16]\[CH:17]([CH3:19])[CH3:18])[CH:6]=[CH:7][C:8]=1[O:9][CH3:10].[Cl:34][C:35]1[CH:40]=[CH:39][C:38](I)=[CH:37][CH:36]=1.O, predict the reaction product. The product is: [Cl:34][C:35]1[CH:40]=[CH:39][C:38](/[C:15](=[CH:16]/[CH:17]([CH3:18])[CH3:19])/[C:14]([NH:13][CH2:12][CH2:11][C:5]2[CH:6]=[CH:7][C:8]([O:9][CH3:10])=[C:3]([O:2][CH3:1])[CH:4]=2)=[O:33])=[CH:37][CH:36]=1. (9) Given the reactants [N:1]1([C:7]([O:9][C:10]([CH3:13])([CH3:12])[CH3:11])=[O:8])[CH2:6][CH2:5][NH:4][CH2:3][CH2:2]1.Cl[C:15]1[CH:20]=[CH:19][N:18]=[C:17]([CH3:21])[CH:16]=1.C(N(CCCC)CCCC)CCC.O, predict the reaction product. The product is: [CH3:21][C:17]1[CH:16]=[C:15]([N:4]2[CH2:5][CH2:6][N:1]([C:7]([O:9][C:10]([CH3:13])([CH3:12])[CH3:11])=[O:8])[CH2:2][CH2:3]2)[CH:20]=[CH:19][N:18]=1.